Dataset: Forward reaction prediction with 1.9M reactions from USPTO patents (1976-2016). Task: Predict the product of the given reaction. (1) Given the reactants [CH3:1][O:2][C:3]1[C:11]2[N:10]=[CH:9][N:8]([CH:12]3[CH2:17][CH2:16][CH2:15][CH2:14][O:13]3)[C:7]=2[CH:6]=[CH:5][C:4]=1[CH:18]=[N:19]O.N, predict the reaction product. The product is: [CH3:1][O:2][C:3]1[C:11]2[N:10]=[CH:9][N:8]([CH:12]3[CH2:17][CH2:16][CH2:15][CH2:14][O:13]3)[C:7]=2[CH:6]=[CH:5][C:4]=1[CH2:18][NH2:19]. (2) Given the reactants [C@@H:1]12[CH2:6][C@@H:5]1[CH2:4][NH:3][C@@H:2]2[CH2:7][NH:8][C:9]([C:11]1[CH:12]=[CH:13][CH:14]=[C:15]2[O:19][CH:18]=[CH:17][C:16]=12)=[O:10].[F:20][C:21]1[CH:22]=[C:23]([C:27]2[S:31][C:30]([CH3:32])=[N:29][C:28]=2[C:33](O)=[O:34])[CH:24]=[CH:25][CH:26]=1, predict the reaction product. The product is: [F:20][C:21]1[CH:22]=[C:23]([C:27]2[S:31][C:30]([CH3:32])=[N:29][C:28]=2[C:33]([N:3]2[CH2:4][C@@H:5]3[C@@H:1]([CH2:6]3)[C@H:2]2[CH2:7][NH:8][C:9]([C:11]2[CH:12]=[CH:13][CH:14]=[C:15]3[O:19][CH:18]=[CH:17][C:16]=23)=[O:10])=[O:34])[CH:24]=[CH:25][CH:26]=1. (3) Given the reactants [Cl:1][C:2]1[N:3]=[C:4]([N:19]2[CH2:24][CH2:23][O:22][CH2:21][CH2:20]2)[C:5]2[CH:10]=[CH:9][N:8]([CH2:11][C:12]3[CH:13]=[C:14]([CH:16]=[CH:17][CH:18]=3)[NH2:15])[C:6]=2[N:7]=1.CC[N:27]([CH2:30]C)CC.ClC(Cl)([O:35]C(=O)OC(Cl)(Cl)Cl)Cl.[OH-].[NH4+], predict the reaction product. The product is: [Cl:1][C:2]1[N:3]=[C:4]([N:19]2[CH2:24][CH2:23][O:22][CH2:21][CH2:20]2)[C:5]2[CH:10]=[CH:9][N:8]([CH2:11][C:12]3[CH:13]=[C:14]([NH:15][C:30]([NH2:27])=[O:35])[CH:16]=[CH:17][CH:18]=3)[C:6]=2[N:7]=1. (4) Given the reactants [C:1](C12CC1CCCC2)#C.[F:10][C:11]1([F:19])[CH2:16][CH2:15][CH:14]([CH:17]=O)[CH2:13][CH2:12]1, predict the reaction product. The product is: [C:17]([CH:14]1[CH2:15][CH2:16][C:11]([F:19])([F:10])[CH2:12][CH2:13]1)#[CH:1]. (5) Given the reactants [O:1]=[C:2]1[NH:6][C:5]2[CH:7]=[CH:8][C:9]([NH:11][C:12]3[C:13]4[CH:20]=[C:19]([C:21](O)=[O:22])[NH:18][C:14]=4[N:15]=[CH:16][N:17]=3)=[CH:10][C:4]=2[S:3]1.[NH:24]1[CH2:29][CH2:28][CH2:27][CH2:26][CH2:25]1, predict the reaction product. The product is: [N:24]1([C:21]([C:19]2[NH:18][C:14]3[N:15]=[CH:16][N:17]=[C:12]([NH:11][C:9]4[CH:8]=[CH:7][C:5]5[NH:6][C:2](=[O:1])[S:3][C:4]=5[CH:10]=4)[C:13]=3[CH:20]=2)=[O:22])[CH2:29][CH2:28][CH2:27][CH2:26][CH2:25]1. (6) The product is: [Cl:30][C:27]1[CH:28]=[CH:29][C:24]([CH:11]([C:12]2[C:20]3[C:15](=[C:16]([CH2:21][S:22][CH3:23])[CH:17]=[CH:18][CH:19]=3)[NH:14][CH:13]=2)[CH2:10][CH2:9][C:1]#[N:2])=[CH:25][CH:26]=1. Given the reactants [C-:1]#[N:2].[K+].CS(O[CH2:9][CH2:10][CH:11]([C:24]1[CH:29]=[CH:28][C:27]([Cl:30])=[CH:26][CH:25]=1)[C:12]1[C:20]2[C:15](=[C:16]([CH2:21][S:22][CH3:23])[CH:17]=[CH:18][CH:19]=2)[NH:14][CH:13]=1)(=O)=O, predict the reaction product.